Dataset: Catalyst prediction with 721,799 reactions and 888 catalyst types from USPTO. Task: Predict which catalyst facilitates the given reaction. (1) Reactant: F[C:2]1[CH:27]=[CH:26][CH:25]=[CH:24][C:3]=1[CH2:4][NH:5][C:6]([C@H:8]1[CH2:13][CH2:12][C@@H:11]([CH2:14][C:15]2[NH:19][C:18]3[CH:20]=[CH:21][CH:22]=[CH:23][C:17]=3[N:16]=2)[CH2:10][CH2:9]1)=[O:7].C(Cl)CCl.C1C=NC2N(O)N=NC=2C=1.C(N)C1C=CC=CC=1. Product: [CH2:4]([NH:5][C:6]([C@H:8]1[CH2:9][CH2:10][C@H:11]([CH2:14][C:15]2[NH:16][C:17]3[CH:23]=[CH:22][CH:21]=[CH:20][C:18]=3[N:19]=2)[CH2:12][CH2:13]1)=[O:7])[C:3]1[CH:24]=[CH:25][CH:26]=[CH:27][CH:2]=1. The catalyst class is: 3. (2) Reactant: [Br:1][C:2]1[NH:6][N:5]=[C:4]([C:7]2[CH:12]=[CH:11][CH:10]=[CH:9][CH:8]=2)[N:3]=1.Br[CH2:14][C:15]([N:17]1[CH2:22][CH2:21][N:20]([C:23]2[N:28]=[CH:27][CH:26]=[CH:25][N:24]=2)[CH2:19][CH2:18]1)=[O:16].C(=O)([O-])[O-].[K+].[K+]. Product: [Br:1][C:2]1[N:3]=[C:4]([C:7]2[CH:12]=[CH:11][CH:10]=[CH:9][CH:8]=2)[N:5]([CH2:14][C:15]([N:17]2[CH2:18][CH2:19][N:20]([C:23]3[N:24]=[CH:25][CH:26]=[CH:27][N:28]=3)[CH2:21][CH2:22]2)=[O:16])[N:6]=1. The catalyst class is: 21. (3) Reactant: [CH2:1]([O:8][C:9]([NH:11][C@H:12]1[CH2:17][CH2:16][C@@H:15]([NH:18][C:19]([O:21][C:22]([CH3:25])([CH3:24])[CH3:23])=[O:20])[CH2:14][C@H:13]1[C:26]([OH:28])=O)=[O:10])[C:2]1[CH:7]=[CH:6][CH:5]=[CH:4][CH:3]=1.CN(C(ON1N=NC2[CH:40]=[CH:41][CH:42]=[N:43][C:38]1=2)=[N+](C)C)C.F[P-](F)(F)(F)(F)F.N1CCCC1.CCN(C(C)C)C(C)C. Product: [CH2:1]([O:8][C:9](=[O:10])[NH:11][C@H:12]1[CH2:17][CH2:16][C@@H:15]([NH:18][C:19]([O:21][C:22]([CH3:23])([CH3:25])[CH3:24])=[O:20])[CH2:14][C@H:13]1[C:26]([N:43]1[CH2:42][CH2:41][CH2:40][CH2:38]1)=[O:28])[C:2]1[CH:3]=[CH:4][CH:5]=[CH:6][CH:7]=1. The catalyst class is: 173. (4) Reactant: [CH3:1][O:2][C:3]([C:5]1[C:6]2[CH:7]=[CH:8][N:9]([CH:15]([CH3:17])[CH3:16])[C:10]=2[CH:11]=[C:12]([OH:14])[CH:13]=1)=[O:4].[CH3:18][N:19]([CH3:23])[CH2:20][CH2:21]O.C1C=CC(P(C2C=CC=CC=2)C2C=CC=CC=2)=CC=1.CCOC(/N=N/C(OCC)=O)=O. Product: [CH3:1][O:2][C:3]([C:5]1[C:6]2[CH:7]=[CH:8][N:9]([CH:15]([CH3:17])[CH3:16])[C:10]=2[CH:11]=[C:12]([O:14][CH2:21][CH2:20][N:19]([CH3:23])[CH3:18])[CH:13]=1)=[O:4]. The catalyst class is: 1. (5) Reactant: [O:1]1[C:5]2[CH:6]=[CH:7][CH:8]=[CH:9][C:4]=2[N:3]=[C:2]1[C:10]1[CH:27]=[CH:26][C:13]2[N:14]([CH2:18][C:19]([O:21]C(C)(C)C)=[O:20])[C:15]([CH3:17])=[N:16][C:12]=2[CH:11]=1.[OH-].[Na+].CO. Product: [O:1]1[C:5]2[CH:6]=[CH:7][CH:8]=[CH:9][C:4]=2[N:3]=[C:2]1[C:10]1[CH:27]=[CH:26][C:13]2[N:14]([CH2:18][C:19]([OH:21])=[O:20])[C:15]([CH3:17])=[N:16][C:12]=2[CH:11]=1. The catalyst class is: 22.